From a dataset of Catalyst prediction with 721,799 reactions and 888 catalyst types from USPTO. Predict which catalyst facilitates the given reaction. (1) Reactant: [C:1](Cl)(=[O:4])[CH:2]=[CH2:3].[CH3:6][N:7]([CH3:38])[CH2:8][CH2:9][N:10]([CH3:37])[C:11]1[C:12]([NH2:36])=[CH:13][C:14]([NH:19][C:20]2[N:25]=[C:24]([C:26]3[C:34]4[C:29](=[CH:30][CH:31]=[CH:32][CH:33]=4)[N:28]([CH3:35])[CH:27]=3)[CH:23]=[CH:22][N:21]=2)=[C:15]([O:17][CH3:18])[CH:16]=1.CCN(C(C)C)C(C)C. Product: [CH3:38][N:7]([CH3:6])[CH2:8][CH2:9][N:10]([CH3:37])[C:11]1[CH:16]=[C:15]([O:17][CH3:18])[C:14]([NH:19][C:20]2[N:25]=[C:24]([C:26]3[C:34]4[C:29](=[CH:30][CH:31]=[CH:32][CH:33]=4)[N:28]([CH3:35])[CH:27]=3)[CH:23]=[CH:22][N:21]=2)=[CH:13][C:12]=1[NH:36][C:1](=[O:4])[CH:2]=[CH2:3]. The catalyst class is: 2. (2) Reactant: [CH3:1][O:2][C:3]1[N:8]=[C:7]([C:9]([NH:11][NH:12]C(OC(C)(C)C)=O)=[O:10])[CH:6]=[CH:5][CH:4]=1.Cl. Product: [CH3:1][O:2][C:3]1[N:8]=[C:7]([C:9]([NH:11][NH2:12])=[O:10])[CH:6]=[CH:5][CH:4]=1. The catalyst class is: 12. (3) Reactant: Br[C:2]1[CH:7]=[CH:6][C:5]([C:8]2[CH:13]=[C:12]([C:14]#[CH:15])[CH:11]=[CH:10][N:9]=2)=[C:4]([N+:16]([O-:18])=[O:17])[CH:3]=1.C1(P(C2C=CC=CC=2)C2C=CC=CC=2)C=CC=CC=1.CCN(CC)CC.[C:45]1([C:51]#[CH:52])[CH:50]=[CH:49][CH:48]=[CH:47][CH:46]=1. Product: [C:51]([C:45]1[CH:46]=[CH:47][CH:48]=[C:49]([C:6]2[C:5]([C:8]3[CH:13]=[C:12]([C:14]#[CH:15])[CH:11]=[CH:10][N:9]=3)=[C:4]([N+:16]([O-:18])=[O:17])[CH:3]=[CH:2][CH:7]=2)[CH:50]=1)#[CH:52]. The catalyst class is: 540. (4) Reactant: [C:1]([C:3]1[CH:8]=[CH:7][C:6]([C:9]2([NH:12][CH2:13][CH2:14][CH3:15])[CH2:11][CH2:10]2)=[CH:5][CH:4]=1)#[CH:2].[CH2:16]([O:18][C:19](=[O:27])[C:20]1[CH:25]=[CH:24][C:23](I)=[CH:22][CH:21]=1)[CH3:17]. Product: [CH2:13]([NH:12][C:9]1([C:6]2[CH:7]=[CH:8][C:3]([C:1]#[C:2][C:23]3[CH:24]=[CH:25][C:20]([C:19]([O:18][CH2:16][CH3:17])=[O:27])=[CH:21][CH:22]=3)=[CH:4][CH:5]=2)[CH2:10][CH2:11]1)[CH2:14][CH3:15]. The catalyst class is: 337. (5) Reactant: [F:1][C:2]1[CH:7]=[CH:6][C:5]([NH:8][C:9]2[CH:16]=[CH:15][C:14]([C:17]([F:20])([F:19])[F:18])=[CH:13][C:10]=2[C:11]#[N:12])=[C:4]([N+:21]([O-])=O)[CH:3]=1.[Sn](Cl)[Cl:25]. Product: [ClH:25].[F:1][C:2]1[CH:7]=[CH:6][C:5]2[NH:8][C:9]3[CH:16]=[CH:15][C:14]([C:17]([F:20])([F:19])[F:18])=[CH:13][C:10]=3[C:11]([NH2:12])=[N:21][C:4]=2[CH:3]=1. The catalyst class is: 361. (6) Reactant: N(C(OCC)=O)=N[C:3](OCC)=O.[C:13]1(=[O:23])[NH:17][C:16](=[O:18])[C:15]2=[CH:19][CH:20]=[CH:21][CH:22]=[C:14]12.[K].[CH2:25]([O:32][C:33]1[CH:40]=[CH:39][C:36]([C:37]#[N:38])=[CH:35][C:34]=1CO)[C:26]1[CH:31]=[CH:30][CH:29]=[CH:28][CH:27]=1.C1(P(C2C=CC=CC=2)C2C=CC=CC=2)C=CC=CC=1. Product: [CH2:25]([O:32][C:33]1[CH:34]=[CH:35][C:36]([C:37]#[N:38])=[C:39]([CH3:3])[C:40]=1[N:17]1[C:13](=[O:23])[C:14]2[C:15](=[CH:19][CH:20]=[CH:21][CH:22]=2)[C:16]1=[O:18])[C:26]1[CH:27]=[CH:28][CH:29]=[CH:30][CH:31]=1. The catalyst class is: 7. (7) Reactant: [CH:1]#[C:2][CH3:3].[Cl:4][C:5]1[CH:6]=[C:7](I)[C:8]([NH2:11])=[N:9][CH:10]=1.C(N(CC)CC)C. Product: [Cl:4][C:5]1[CH:6]=[C:7]([C:1]#[C:2][CH3:3])[C:8]([NH2:11])=[N:9][CH:10]=1. The catalyst class is: 356.